Dataset: Full USPTO retrosynthesis dataset with 1.9M reactions from patents (1976-2016). Task: Predict the reactants needed to synthesize the given product. (1) Given the product [NH2:21][CH2:20][CH2:19][NH:22][CH:1]([C:4]1[CH:18]=[CH:17][C:7]([O:8][CH2:9][C:10]([N:12]([CH2:15][CH3:16])[CH2:13][CH3:14])=[O:11])=[CH:6][CH:5]=1)[CH3:2], predict the reactants needed to synthesize it. The reactants are: [C:1]([C:4]1[CH:18]=[CH:17][C:7]([O:8][CH2:9][C:10]([N:12]([CH2:15][CH3:16])[CH2:13][CH3:14])=[O:11])=[CH:6][CH:5]=1)(=O)[CH3:2].[CH2:19]([NH2:22])[CH2:20][NH2:21]. (2) Given the product [Br:3][C:4]1[CH:5]=[CH:6][C:7]([C:10]2([C:14]([NH2:15])=[O:17])[CH2:13][CH2:12][CH2:11]2)=[CH:8][CH:9]=1, predict the reactants needed to synthesize it. The reactants are: OO.[Br:3][C:4]1[CH:9]=[CH:8][C:7]([C:10]2([C:14]#[N:15])[CH2:13][CH2:12][CH2:11]2)=[CH:6][CH:5]=1.C([O-])([O-])=[O:17].[K+].[K+].O. (3) Given the product [F:25][C:26]1[CH:27]=[C:28]([NH:29][C:4]([C:6]2[N:7]([CH2:16][C:17]3[CH:22]=[CH:21][C:20]([O:23][CH3:24])=[CH:19][CH:18]=3)[C:8]3[C:13]([CH:14]=2)=[CH:12][C:11]([Br:15])=[CH:10][CH:9]=3)=[O:5])[CH:30]=[C:31]([F:33])[CH:32]=1, predict the reactants needed to synthesize it. The reactants are: C(O[C:4]([C:6]1[N:7]([CH2:16][C:17]2[CH:22]=[CH:21][C:20]([O:23][CH3:24])=[CH:19][CH:18]=2)[C:8]2[C:13]([CH:14]=1)=[CH:12][C:11]([Br:15])=[CH:10][CH:9]=2)=[O:5])C.[F:25][C:26]1[CH:27]=[C:28]([CH:30]=[C:31]([F:33])[CH:32]=1)[NH2:29]. (4) Given the product [NH2:21][C:9]1[CH:8]=[C:7]([O:6][C:5]2[CH:22]=[CH:23][C:2]([NH:1][C:54]([C:51]3([C:49]([NH:48][C:57]4[CH:62]=[CH:61][C:60]([F:63])=[CH:59][CH:58]=4)=[O:50])[CH2:53][CH2:52]3)=[O:55])=[CH:3][C:4]=2[F:24])[C:16]2[C:11](=[CH:12][C:13]([O:19][CH3:20])=[C:14]([O:17][CH3:18])[CH:15]=2)[N:10]=1, predict the reactants needed to synthesize it. The reactants are: [NH2:1][C:2]1[CH:23]=[CH:22][C:5]([O:6][C:7]2[C:16]3[C:11](=[CH:12][C:13]([O:19][CH3:20])=[C:14]([O:17][CH3:18])[CH:15]=3)[N:10]=[C:9]([NH2:21])[CH:8]=2)=[C:4]([F:24])[CH:3]=1.COC1C=C2C(=CC=1OC)N=C(SC)C=C2OC1C=CC([N:48]([C:57]2[CH:62]=[CH:61][C:60]([F:63])=[CH:59][CH:58]=2)[C:49]([C:51]2([C:54](N)=[O:55])[CH2:53][CH2:52]2)=[O:50])=CC=1F. (5) Given the product [C:13]([Si:16]([CH3:18])([CH3:17])[O:4][CH2:1][C:2]#[CH:3])([CH3:15])([CH3:14])[CH3:12], predict the reactants needed to synthesize it. The reactants are: [CH2:1]([OH:4])[C:2]#[CH:3].CCN(CC)CC.[CH3:12][C:13]([Si:16](Cl)([CH3:18])[CH3:17])([CH3:15])[CH3:14].